From a dataset of Forward reaction prediction with 1.9M reactions from USPTO patents (1976-2016). Predict the product of the given reaction. (1) Given the reactants [CH2:1]([N:3]([CH2:11][C:12]1[N:13]=[C:14]2[S:21][C:20]([CH3:22])=[C:19]([CH:23]3[CH2:25][CH:24]3[C:26]([OH:28])=O)[N:15]2[C:16](=[O:18])[CH:17]=1)[C:4]1[CH:9]=[CH:8][C:7]([F:10])=[CH:6][CH:5]=1)[CH3:2].C([N:31](CC)CC)C.ClC(OC(C)C)=O.N.CO, predict the reaction product. The product is: [CH2:1]([N:3]([CH2:11][C:12]1[N:13]=[C:14]2[S:21][C:20]([CH3:22])=[C:19]([CH:23]3[CH2:25][CH:24]3[C:26]([NH2:31])=[O:28])[N:15]2[C:16](=[O:18])[CH:17]=1)[C:4]1[CH:9]=[CH:8][C:7]([F:10])=[CH:6][CH:5]=1)[CH3:2]. (2) Given the reactants [CH2:1]([O:3][C:4]([C:6]1[C:11]2[S:12][C:13](B3OC(C)(C)C(C)(C)O3)=[CH:14][C:10]=2[CH:9]=[CH:8][CH:7]=1)=[O:5])[CH3:2].Br[C:25]1[CH:30]=[CH:29][C:28]([OH:31])=[CH:27][C:26]=1[CH3:32].C(=O)([O-])[O-].[Cs+].[Cs+].Cl, predict the reaction product. The product is: [CH2:1]([O:3][C:4]([C:6]1[C:11]2[S:12][C:13]([C:25]3[CH:30]=[CH:29][C:28]([OH:31])=[CH:27][C:26]=3[CH3:32])=[CH:14][C:10]=2[CH:9]=[CH:8][CH:7]=1)=[O:5])[CH3:2]. (3) Given the reactants [CH:1](O)([CH3:3])[CH3:2].[CH3:5][O:6][C:7](=[O:19])[C:8]1[CH:13]=[CH:12][C:11]([O:14][C:15](=[O:17])[CH3:16])=[CH:10][C:9]=1[OH:18].C1C=CC(P(C2C=CC=CC=2)C2C=CC=CC=2)=CC=1.CCOC(/N=N/C(OCC)=O)=O, predict the reaction product. The product is: [CH3:5][O:6][C:7](=[O:19])[C:8]1[CH:13]=[CH:12][C:11]([O:14][C:15](=[O:17])[CH3:16])=[CH:10][C:9]=1[O:18][CH:1]([CH3:3])[CH3:2]. (4) Given the reactants [CH:1]([Si:4]([CH:44]([CH3:46])[CH3:45])([CH:41]([CH3:43])[CH3:42])[O:5][CH2:6][C@@H:7]([O:33][CH2:34][C:35]1[CH:40]=[CH:39][CH:38]=[CH:37][CH:36]=1)[C@H:8]([O:25][CH2:26][C:27]1[CH:32]=[CH:31][CH:30]=[CH:29][CH:28]=1)[C@H:9]([O:17][CH2:18][C:19]1[CH:24]=[CH:23][CH:22]=[CH:21][CH:20]=1)[CH:10](SCC)SCC)([CH3:3])[CH3:2].C1C(=O)N(Br)C(=[O:50])C1, predict the reaction product. The product is: [CH2:18]([O:17][C@@H:9]([C@@H:8]([O:25][CH2:26][C:27]1[CH:28]=[CH:29][CH:30]=[CH:31][CH:32]=1)[C@H:7]([O:33][CH2:34][C:35]1[CH:36]=[CH:37][CH:38]=[CH:39][CH:40]=1)[CH2:6][O:5][Si:4]([CH:1]([CH3:3])[CH3:2])([CH:41]([CH3:42])[CH3:43])[CH:44]([CH3:46])[CH3:45])[CH:10]=[O:50])[C:19]1[CH:24]=[CH:23][CH:22]=[CH:21][CH:20]=1. (5) Given the reactants [Cl:1][C:2]1[CH:3]=[CH:4][C:5]([O:32][CH:33]([F:35])[F:34])=[C:6]([C:8]2[C:13]([O:14][CH3:15])=[CH:12][N:11]([CH:16]([CH2:24][CH2:25][O:26][C:27]([F:30])([F:29])[F:28])[C:17]([O:19]C(C)(C)C)=[O:18])[C:10](=[O:31])[CH:9]=2)[CH:7]=1.C(O)(C(F)(F)F)=O, predict the reaction product. The product is: [Cl:1][C:2]1[CH:3]=[CH:4][C:5]([O:32][CH:33]([F:34])[F:35])=[C:6]([C:8]2[C:13]([O:14][CH3:15])=[CH:12][N:11]([CH:16]([CH2:24][CH2:25][O:26][C:27]([F:30])([F:29])[F:28])[C:17]([OH:19])=[O:18])[C:10](=[O:31])[CH:9]=2)[CH:7]=1.